Dataset: Full USPTO retrosynthesis dataset with 1.9M reactions from patents (1976-2016). Task: Predict the reactants needed to synthesize the given product. (1) Given the product [F:23][C:24]([F:43])([F:42])[S:25]([O:7][C:5]1[CH2:6][C:2]([CH3:8])([CH3:1])[CH2:3][CH:4]=1)(=[O:27])=[O:26], predict the reactants needed to synthesize it. The reactants are: [CH3:1][C:2]1([CH3:8])[CH2:6][C:5](=[O:7])[CH:4]=[CH:3]1.CCC(C)[BH-](C(C)CC)C(C)CC.[Li+].[F:23][C:24]([F:43])([F:42])[S:25](N(C1C=CC=CN=1)[S:25]([C:24]([F:43])([F:42])[F:23])(=[O:27])=[O:26])(=[O:27])=[O:26]. (2) Given the product [F:16][C:17]1[CH:22]=[CH:21][C:20]([C:2]2[N:6]([CH3:7])[CH:5]=[N:4][C:3]=2[C:8]2[CH:13]=[C:12]([C:14]#[N:15])[CH:11]=[CH:10][N:9]=2)=[CH:19][CH:18]=1, predict the reactants needed to synthesize it. The reactants are: Br[C:2]1[N:6]([CH3:7])[CH:5]=[N:4][C:3]=1[C:8]1[CH:13]=[C:12]([C:14]#[N:15])[CH:11]=[CH:10][N:9]=1.[F:16][C:17]1[CH:22]=[CH:21][C:20](B(O)O)=[CH:19][CH:18]=1. (3) Given the product [NH2:17][C:15]1[CH:14]=[CH:13][C:12]2[N:8]([CH2:1][C:2]3[CH:7]=[CH:6][CH:5]=[CH:4][CH:3]=3)[C:9](=[O:20])[S:10][C:11]=2[CH:16]=1, predict the reactants needed to synthesize it. The reactants are: [CH2:1]([N:8]1[C:12]2[CH:13]=[CH:14][C:15]([N+:17]([O-])=O)=[CH:16][C:11]=2[S:10][C:9]1=[O:20])[C:2]1[CH:7]=[CH:6][CH:5]=[CH:4][CH:3]=1.C(O)C.[Cl-].[NH4+]. (4) Given the product [C:35](=[O:43])([O:39][CH:40]([CH3:42])[CH3:41])[O:36][CH2:37][O:1][C:2]1[CH:3]=[CH:4][C:5]2[CH2:6][C@H:7]3[N:18]([C:19]([O:21][CH2:22][C:23]4[CH:28]=[CH:27][CH:26]=[CH:25][CH:24]=4)=[O:20])[CH2:17][CH2:16][C@@:13]4([C:14]=2[CH:15]=1)[C@H:8]3[CH2:9][CH2:10][CH2:11][CH2:12]4, predict the reactants needed to synthesize it. The reactants are: [OH:1][C:2]1[CH:3]=[CH:4][C:5]2[CH2:6][C@H:7]3[N:18]([C:19]([O:21][CH2:22][C:23]4[CH:28]=[CH:27][CH:26]=[CH:25][CH:24]=4)=[O:20])[CH2:17][CH2:16][C@@:13]4([C:14]=2[CH:15]=1)[C@H:8]3[CH2:9][CH2:10][CH2:11][CH2:12]4.C(=O)([O-])[O-].[Cs+].[Cs+].[C:35](=[O:43])([O:39][CH:40]([CH3:42])[CH3:41])[O:36][CH2:37]I.